Binary Classification. Given a T-cell receptor sequence (or CDR3 region) and an epitope sequence, predict whether binding occurs between them. From a dataset of TCR-epitope binding with 47,182 pairs between 192 epitopes and 23,139 TCRs. (1) The epitope is LLLGIGILV. The TCR CDR3 sequence is CASSPTQGAGDTQYF. Result: 0 (the TCR does not bind to the epitope). (2) The epitope is TPINLVRDL. The TCR CDR3 sequence is CASSQDPYEQYF. Result: 1 (the TCR binds to the epitope). (3) The TCR CDR3 sequence is CASSQDNVVGRNEQFF. The epitope is YIFFASFYY. Result: 1 (the TCR binds to the epitope). (4) The epitope is KMKDLSPRW. The TCR CDR3 sequence is CAISDPGFYEQYF. Result: 0 (the TCR does not bind to the epitope). (5) The epitope is IPSINVHHY. The TCR CDR3 sequence is CATSDRTGRHEQYF. Result: 1 (the TCR binds to the epitope). (6) The epitope is DATYQRTRALVR. The TCR CDR3 sequence is CASSLPPEQYF. Result: 0 (the TCR does not bind to the epitope).